Predict the reaction yield, written as a fraction of the theoretical maximum amount of product (1.0 means a 100% yield; for example, 0.34 means a 34% yield). From a dataset of Reaction yield outcomes from USPTO patents with 853,638 reactions. (1) The yield is 0.530. The reactants are [CH3:1][S:2][C:3]1[S:4][C:5]([C:13]([NH:15][CH2:16][CH2:17][N:18]2[C:26]3[CH2:25][CH2:24][CH2:23][CH2:22][C:21]=3[C:20]([C:27]([F:30])([F:29])[F:28])=[N:19]2)=[O:14])=[C:6]2[CH2:11][CH2:10][CH2:9][C:8](=[O:12])[C:7]=12.[BH4-].[Na+].O. The product is [OH:12][CH:8]1[C:7]2[C:6](=[C:5]([C:13]([NH:15][CH2:16][CH2:17][N:18]3[C:26]4[CH2:25][CH2:24][CH2:23][CH2:22][C:21]=4[C:20]([C:27]([F:29])([F:30])[F:28])=[N:19]3)=[O:14])[S:4][C:3]=2[S:2][CH3:1])[CH2:11][CH2:10][CH2:9]1. The catalyst is CO. (2) The reactants are F[C:2]1[CH:9]=[CH:8][C:5]([C:6]#[N:7])=[CH:4][CH:3]=1.C(=O)([O-])[O-].[K+].[K+].[NH:16]1[CH2:21][CH2:20][CH:19](C(OCC)=O)[CH2:18][CH2:17]1.[C:27]([O:30][CH2:31][CH3:32])(=[O:29])C. The catalyst is CS(C)=O. The product is [C:6]([C:5]1[CH:8]=[CH:9][C:2]([CH:19]2[CH2:18][CH2:17][N:16]([C:27]([O:30][CH2:31][CH3:32])=[O:29])[CH2:21][CH2:20]2)=[CH:3][CH:4]=1)#[N:7]. The yield is 0.730.